Predict the reaction yield, written as a fraction of the theoretical maximum amount of product (1.0 means a 100% yield; for example, 0.34 means a 34% yield). From a dataset of Reaction yield outcomes from USPTO patents with 853,638 reactions. (1) The reactants are [CH2:1]([O:3][C:4](=[O:12])[CH2:5][C:6]1[CH:7]=[N:8][CH:9]=[CH:10][CH:11]=1)[CH3:2].C(O)(=O)[C@@H]([C@H](C(O)=O)O)O.[H][H].C([O-])(O)=O.[Na+].[OH-].[Na+]. The catalyst is [Pt]=O.C(O)C. The product is [CH2:1]([O:3][C:4](=[O:12])[CH2:5][CH:6]1[CH2:11][CH2:10][CH2:9][NH:8][CH2:7]1)[CH3:2]. The yield is 0.880. (2) The reactants are [F:1][C:2]1[CH:7]=[CH:6][C:5]([C:8]2[S:12][C:11]([CH2:13][OH:14])=[N:10][C:9]=2[C:15]([OH:17])=O)=[CH:4][CH:3]=1.CCN=C=NCCCN(C)C.Cl.ON1C2C=CC=CC=2N=N1.[F:40][C:41]1[C:56]([F:57])=[CH:55][C:44]2[NH:45][C:46]([CH2:48][CH:49]3[CH2:54][CH2:53][CH2:52][CH2:51][NH:50]3)=[N:47][C:43]=2[CH:42]=1. The catalyst is CN(C=O)C. The product is [F:40][C:41]1[C:56]([F:57])=[CH:55][C:44]2[NH:45][C:46]([CH2:48][CH:49]3[CH2:54][CH2:53][CH2:52][CH2:51][N:50]3[C:15]([C:9]3[N:10]=[C:11]([CH2:13][OH:14])[S:12][C:8]=3[C:5]3[CH:4]=[CH:3][C:2]([F:1])=[CH:7][CH:6]=3)=[O:17])=[N:47][C:43]=2[CH:42]=1. The yield is 0.360.